Task: Predict the reaction yield, written as a fraction of the theoretical maximum amount of product (1.0 means a 100% yield; for example, 0.34 means a 34% yield).. Dataset: Reaction yield outcomes from USPTO patents with 853,638 reactions (1) The reactants are [F:1][C:2]1[C:3]([O:11][CH3:12])=[CH:4][C:5]([O:9][CH3:10])=[C:6]([CH:8]=1)[NH2:7].[C:13](Cl)(Cl)=[O:14]. The catalyst is CCOC(C)=O. The product is [F:1][C:2]1[CH:8]=[C:6]([N:7]=[C:13]=[O:14])[C:5]([O:9][CH3:10])=[CH:4][C:3]=1[O:11][CH3:12]. The yield is 1.00. (2) The reactants are [F:1][C:2]1[CH:7]=[CH:6][C:5]([NH:8][C:9]2[N:14]3[N:15]=[CH:16][C:17]([C:18](O)=[O:19])=[C:13]3[N:12]=[CH:11][C:10]=2[C:21]([N:23]2[CH2:28][CH2:27][C:26]([F:35])([C:29]3[CH:34]=[CH:33][CH:32]=[CH:31][CH:30]=3)[CH2:25][CH2:24]2)=[O:22])=[C:4]([CH3:36])[CH:3]=1.[CH2:37]([S:39]([NH2:42])(=[O:41])=[O:40])[CH3:38]. The yield is 0.290. No catalyst specified. The product is [F:1][C:2]1[CH:7]=[CH:6][C:5]([NH:8][C:9]2[N:14]3[N:15]=[CH:16][C:17]([C:18]([NH:42][S:39]([CH2:37][CH3:38])(=[O:41])=[O:40])=[O:19])=[C:13]3[N:12]=[CH:11][C:10]=2[C:21]([N:23]2[CH2:28][CH2:27][C:26]([F:35])([C:29]3[CH:30]=[CH:31][CH:32]=[CH:33][CH:34]=3)[CH2:25][CH2:24]2)=[O:22])=[C:4]([CH3:36])[CH:3]=1. (3) The catalyst is CN(C=O)C. The reactants are CCN(C(C)C)C(C)C.[CH3:10][O:11][C:12]1[CH:13]=[CH:14][CH:15]=[C:16]2[C:21]=1[O:20][C:19](=[O:22])[C:18]([C:23]([OH:25])=O)=[CH:17]2.CN(C(ON1N=NC2C=CC=NC1=2)=[N+](C)C)C.F[P-](F)(F)(F)(F)F.[N:50]1[O:54][N:53]=[C:52]2[CH:55]=[C:56]([C:59]3[CH:60]=[C:61]([NH2:65])[CH:62]=[CH:63][CH:64]=3)[CH:57]=[CH:58][C:51]=12. The yield is 0.880. The product is [N:50]1[O:54][N:53]=[C:52]2[CH:55]=[C:56]([C:59]3[CH:60]=[C:61]([NH:65][C:23]([C:18]4[C:19](=[O:22])[O:20][C:21]5[C:16]([CH:17]=4)=[CH:15][CH:14]=[CH:13][C:12]=5[O:11][CH3:10])=[O:25])[CH:62]=[CH:63][CH:64]=3)[CH:57]=[CH:58][C:51]=12.